Dataset: Full USPTO retrosynthesis dataset with 1.9M reactions from patents (1976-2016). Task: Predict the reactants needed to synthesize the given product. Given the product [NH2:7][CH:8]1[CH2:13][CH2:12][CH2:11][CH:10]([NH:14][C:15](=[O:26])[C:16]2[CH:17]=[CH:18][C:19]([C:22]([CH3:24])([CH3:23])[CH3:25])=[CH:20][CH:21]=2)[CH2:9]1, predict the reactants needed to synthesize it. The reactants are: C(OC(=O)[NH:7][CH:8]1[CH2:13][CH2:12][CH2:11][CH:10]([NH:14][C:15](=[O:26])[C:16]2[CH:21]=[CH:20][C:19]([C:22]([CH3:25])([CH3:24])[CH3:23])=[CH:18][CH:17]=2)[CH2:9]1)(C)(C)C.C(O)(C(F)(F)F)=O.